Task: Predict which catalyst facilitates the given reaction.. Dataset: Catalyst prediction with 721,799 reactions and 888 catalyst types from USPTO (1) Reactant: [Al+3].[Cl-].[Cl-].[Cl-].C(S)C.[Br:8][C:9]1[CH:10]=[C:11]([C:17]([C:19]2[C:23]3[CH:24]=[C:25]([O:28]C)[CH:26]=[CH:27][C:22]=3[O:21][C:20]=2[CH2:30][CH3:31])=[O:18])[CH:12]=[C:13]([Br:16])[C:14]=1[OH:15]. Product: [Br:8][C:9]1[CH:10]=[C:11]([C:17]([C:19]2[C:23]3[CH:24]=[C:25]([OH:28])[CH:26]=[CH:27][C:22]=3[O:21][C:20]=2[CH2:30][CH3:31])=[O:18])[CH:12]=[C:13]([Br:16])[C:14]=1[OH:15]. The catalyst class is: 2. (2) Reactant: [CH3:1][N:2]1[C:6]([CH:7]([OH:12])[CH2:8][N+:9]([O-])=O)=[CH:5][C:4]([CH3:13])=[N:3]1.C([O-])=O.[NH4+]. Product: [NH2:9][CH2:8][CH:7]([C:6]1[N:2]([CH3:1])[N:3]=[C:4]([CH3:13])[CH:5]=1)[OH:12]. The catalyst class is: 43. (3) Reactant: [Cl-].[NH3+:2][CH2:3][C@@:4]1([OH:12])[CH:9]2[CH2:10][CH2:11][NH+:6]([CH2:7][CH2:8]2)[CH2:5]1.[Cl-].CCN(C(C)C)C(C)C.[Cl:23][C:24]1[CH:25]=[C:26]2[C:31](=[CH:32][C:33]=1[O:34][CH3:35])[CH:30]=[N:29][C:28]([N:36]=[C:37]=[S:38])=[CH:27]2. Product: [Cl:23][C:24]1[CH:25]=[C:26]2[C:31](=[CH:32][C:33]=1[O:34][CH3:35])[CH:30]=[N:29][C:28]([NH:36][C:37]([NH:2][CH2:3][C@@:4]1([OH:12])[CH:9]3[CH2:8][CH2:7][N:6]([CH2:11][CH2:10]3)[CH2:5]1)=[S:38])=[CH:27]2. The catalyst class is: 3. (4) Product: [ClH:1].[C:21]([C:20]1[C:15]([O:14][C:11]2[CH:10]=[CH:9][C:8]([CH2:7][C@@H:4]([NH:3][CH2:32][C@H:31]([OH:33])[CH2:30][O:23][C:24]3[CH:29]=[CH:28][CH:27]=[CH:26][CH:25]=3)[CH2:5][OH:6])=[CH:13][CH:12]=2)=[N:16][CH:17]=[CH:18][CH:19]=1)#[N:22]. The catalyst class is: 71. Reactant: [ClH:1].Cl.[NH2:3][C@H:4]([CH2:7][C:8]1[CH:13]=[CH:12][C:11]([O:14][C:15]2[C:20]([C:21]#[N:22])=[CH:19][CH:18]=[CH:17][N:16]=2)=[CH:10][CH:9]=1)[CH2:5][OH:6].[O:23]([CH2:30][C@H:31]1[O:33][CH2:32]1)[C:24]1[CH:29]=[CH:28][CH:27]=[CH:26][CH:25]=1.C(N(CC)C(C)C)(C)C. (5) Reactant: [C:1]([N:20]1[CH:24]=[C:23]([C:25](O)=[O:26])[N:22]=[CH:21]1)([C:14]1[CH:19]=[CH:18][CH:17]=[CH:16][CH:15]=1)([C:8]1[CH:13]=[CH:12][CH:11]=[CH:10][CH:9]=1)[C:2]1[CH:7]=[CH:6][CH:5]=[CH:4][CH:3]=1.O.ON1C2C=CC=CC=2N=N1.Cl.[NH2:40][C:41]1[N:46]([CH2:47][CH2:48][CH2:49][CH3:50])[C:45](=[O:51])[N:44]([CH2:52][C:53]2[CH:58]=[CH:57][CH:56]=[CH:55][C:54]=2[F:59])[C:43](=[O:60])[C:42]=1[NH:61][C:62](=[O:71])[CH2:63][C:64]1[CH:69]=[CH:68][C:67]([NH2:70])=[CH:66][CH:65]=1.C(N(CC)C(C)C)(C)C. Product: [NH2:40][C:41]1[N:46]([CH2:47][CH2:48][CH2:49][CH3:50])[C:45](=[O:51])[N:44]([CH2:52][C:53]2[CH:58]=[CH:57][CH:56]=[CH:55][C:54]=2[F:59])[C:43](=[O:60])[C:42]=1[NH:61][C:62]([CH2:63][C:64]1[CH:65]=[CH:66][C:67]([NH:70][C:25]([C:23]2[N:22]=[CH:21][N:20]([C:1]([C:14]3[CH:15]=[CH:16][CH:17]=[CH:18][CH:19]=3)([C:2]3[CH:7]=[CH:6][CH:5]=[CH:4][CH:3]=3)[C:8]3[CH:9]=[CH:10][CH:11]=[CH:12][CH:13]=3)[CH:24]=2)=[O:26])=[CH:68][CH:69]=1)=[O:71]. The catalyst class is: 9.